Task: Binary Classification. Given a T-cell receptor sequence (or CDR3 region) and an epitope sequence, predict whether binding occurs between them.. Dataset: TCR-epitope binding with 47,182 pairs between 192 epitopes and 23,139 TCRs (1) The epitope is GVAMPNLYK. Result: 0 (the TCR does not bind to the epitope). The TCR CDR3 sequence is CASSITGPTEAFF. (2) The epitope is LLFNKVTLA. The TCR CDR3 sequence is CASSEANSPSYEQYF. Result: 1 (the TCR binds to the epitope).